This data is from Reaction yield outcomes from USPTO patents with 853,638 reactions. The task is: Predict the reaction yield, written as a fraction of the theoretical maximum amount of product (1.0 means a 100% yield; for example, 0.34 means a 34% yield). (1) The reactants are [Cl:1][C:2]1[N:3]=[C:4]([N:12]2[CH2:17][CH2:16][O:15][CH2:14][CH2:13]2)[C:5]2[S:10][C:9](I)=[CH:8][C:6]=2[N:7]=1.[O:18]1[CH:22]=[C:21](B2OC(C)(C)C(C)(C)O2)[CH:20]=[N:19]1. The catalyst is C([O-])([O-])=O.[Na+].[Na+].C(#N)C.Cl[Pd](Cl)([P](C1C=CC=CC=1)(C1C=CC=CC=1)C1C=CC=CC=1)[P](C1C=CC=CC=1)(C1C=CC=CC=1)C1C=CC=CC=1. The product is [Cl:1][C:2]1[N:3]=[C:4]([N:12]2[CH2:17][CH2:16][O:15][CH2:14][CH2:13]2)[C:5]2[S:10][C:9]([C:21]3[CH:20]=[N:19][O:18][CH:22]=3)=[CH:8][C:6]=2[N:7]=1. The yield is 0.670. (2) The reactants are [C:1]([O:5][C:6]([N:8]([CH3:18])[CH2:9][C:10]([N:12]([CH2:14][C:15]([OH:17])=O)[CH3:13])=[O:11])=[O:7])([CH3:4])([CH3:3])[CH3:2].CN(C(F)=[N+](C)C)C.F[P-](F)(F)(F)(F)F.CCN(C(C)C)C(C)C.[N+:43]([C:46]1[CH:54]=[C:53]2[C:49]([CH:50]=[CH:51][NH:52]2)=[CH:48][CH:47]=1)([O-:45])=[O:44]. The catalyst is C1COCC1. The product is [C:1]([O:5][C:6](=[O:7])[N:8]([CH3:18])[CH2:9][C:10](=[O:11])[N:12]([CH3:13])[CH2:14][C:15]([N:52]1[C:53]2[C:49](=[CH:48][CH:47]=[C:46]([N+:43]([O-:45])=[O:44])[CH:54]=2)[CH:50]=[CH:51]1)=[O:17])([CH3:2])([CH3:3])[CH3:4]. The yield is 0.300.